Dataset: Cav3 T-type calcium channel HTS with 100,875 compounds. Task: Binary Classification. Given a drug SMILES string, predict its activity (active/inactive) in a high-throughput screening assay against a specified biological target. (1) The molecule is S(c1oc(nn1)CNc1ccc(F)cc1)CC#N. The result is 0 (inactive). (2) The compound is OC(CN1CCCCC1)CN(CC(O)CN)C. The result is 0 (inactive). (3) The compound is S(=O)(=O)(Nc1c(ccc(c1)C)C)c1ccc(OCC(=O)N2CCOCC2)cc1. The result is 0 (inactive). (4) The result is 0 (inactive). The drug is Clc1ccc(NC2(Oc3c(O2)cccc3)NC(OCC)=O)nc1. (5) The compound is O(CCn1nnnc1C(N1CCN(CC1)Cc1ccccc1)CCC)C. The result is 0 (inactive). (6) The compound is O(c1ccc(CNc2nc(ncn2)N)cc1)C. The result is 0 (inactive).